This data is from Full USPTO retrosynthesis dataset with 1.9M reactions from patents (1976-2016). The task is: Predict the reactants needed to synthesize the given product. Given the product [N:12]1[C:13]2[C:8](=[CH:7][CH:6]=[CH:5][C:4]=2[NH2:3])[CH:9]=[N:10][CH:11]=1, predict the reactants needed to synthesize it. The reactants are: [OH-].[Na+].[NH2:3][C:4]1[CH:5]=[CH:6][CH:7]=[C:8]2[C:13]=1[N:12]=[CH:11][N:10]=[C:9]2NNS(C1C=CC(C)=CC=1)(=O)=O.